From a dataset of hERG potassium channel inhibition data for cardiac toxicity prediction from Karim et al.. Regression/Classification. Given a drug SMILES string, predict its toxicity properties. Task type varies by dataset: regression for continuous values (e.g., LD50, hERG inhibition percentage) or binary classification for toxic/non-toxic outcomes (e.g., AMES mutagenicity, cardiotoxicity, hepatotoxicity). Dataset: herg_karim. (1) The result is 1 (blocker). The drug is CN1CCC(Nc2nccc(-c3c[nH]nc3-c3ccc(Cl)cc3)n2)CC1. (2) The compound is O=C(C1CNCCC1(O)c1ccc(F)c(F)c1)N(Cc1cn(Cc2cccc(OC(F)F)c2)c2cccc(F)c12)C1CC1. The result is 1 (blocker).